This data is from Catalyst prediction with 721,799 reactions and 888 catalyst types from USPTO. The task is: Predict which catalyst facilitates the given reaction. (1) Reactant: [C:1]12[N:27]=[C:18]([N:19]=[CH:20][C:21]=1[C:22]([O:24]CC)=[O:23])[NH:17][CH2:16][CH2:15][CH2:14][CH2:13][CH2:12][CH2:11][N:10]1[CH:28]=[C:7]([N:8]=[N:9]1)[CH2:6][CH2:5][CH2:4][CH2:3][NH:2]2.[OH-].[K+].Cl. Product: [C:1]12[N:27]=[C:18]([N:19]=[CH:20][C:21]=1[C:22]([OH:24])=[O:23])[NH:17][CH2:16][CH2:15][CH2:14][CH2:13][CH2:12][CH2:11][N:10]1[CH:28]=[C:7]([N:8]=[N:9]1)[CH2:6][CH2:5][CH2:4][CH2:3][NH:2]2. The catalyst class is: 5. (2) Reactant: [Br:1][C:2]1[CH:7]=[C:6]([NH:8][C:9]2[CH:14]=[C:13]([F:15])[CH:12]=[C:11]([F:16])[CH:10]=2)[C:5]([NH2:17])=[C:4]([O:18][CH3:19])[CH:3]=1.Cl[C:21](Cl)([O:23]C(=O)OC(Cl)(Cl)Cl)Cl. Product: [Br:1][C:2]1[CH:3]=[C:4]([O:18][CH3:19])[C:5]2[NH:17][C:21](=[O:23])[N:8]([C:9]3[CH:10]=[C:11]([F:16])[CH:12]=[C:13]([F:15])[CH:14]=3)[C:6]=2[CH:7]=1. The catalyst class is: 2. (3) Reactant: [F:1][C:2]1[CH:3]=[C:4]2[C:9](=[CH:10][CH:11]=1)[O:8][CH2:7][CH2:6][CH:5]2O.O. Product: [F:1][C:2]1[CH:3]=[C:4]2[C:9](=[CH:10][CH:11]=1)[O:8][CH2:7][CH:6]=[CH:5]2. The catalyst class is: 11.